The task is: Predict which catalyst facilitates the given reaction.. This data is from Catalyst prediction with 721,799 reactions and 888 catalyst types from USPTO. (1) Reactant: [CH3:1][C:2]([C:12]1[CH:17]=[CH:16][N:15]2[C:18]([C:21]3[CH:26]=[CH:25][N:24]=[C:23]([C:27]4[CH:32]=[CH:31][N:30]=[CH:29][CH:28]=4)[N:22]=3)=[CH:19][N:20]=[C:14]2[N:13]=1)([O:4][Si](CC)(CC)CC)[CH3:3]. Product: [N:30]1[CH:29]=[CH:28][C:27]([C:23]2[N:22]=[C:21]([C:18]3[N:15]4[CH:16]=[CH:17][C:12]([C:2]([OH:4])([CH3:1])[CH3:3])=[N:13][C:14]4=[N:20][CH:19]=3)[CH:26]=[CH:25][N:24]=2)=[CH:32][CH:31]=1. The catalyst class is: 33. (2) Reactant: [OH-].[K+].Cl.[CH2:4]([NH2:6])[CH3:5].[C:7]([N:12]1[CH2:17][CH:16]([CH3:18])[C:15](=O)[CH:14]([CH3:20])[CH2:13]1)([O:9][CH2:10][CH3:11])=[O:8].C([BH3-])#N.[Na+]. Product: [CH2:4]([NH:6][CH:15]1[CH:16]([CH3:18])[CH2:17][N:12]([C:7]([O:9][CH2:10][CH3:11])=[O:8])[CH2:13][CH:14]1[CH3:20])[CH3:5]. The catalyst class is: 5. (3) Reactant: [C:1]([C:4]1[CH:13]=[CH:12][C:11]2[C:6](=[CH:7][CH:8]=[CH:9][CH:10]=2)[CH:5]=1)(=[O:3])[CH3:2].[I:14]I.[N:16]1[CH:21]=[CH:20][CH:19]=[CH:18][CH:17]=1. Product: [I-:14].[CH:5]1[C:6]2[C:11](=[CH:10][CH:9]=[CH:8][CH:7]=2)[CH:12]=[CH:13][C:4]=1[C:1](=[O:3])[CH2:2][N+:16]1[CH:21]=[CH:20][CH:19]=[CH:18][CH:17]=1. The catalyst class is: 6. (4) Product: [Br:24][C:4]1[C:3](=[O:15])[C:2]([CH3:16])([CH3:1])[O:6][C:5]=1[C:7]1[CH:14]=[CH:13][C:10]([C:11]#[N:12])=[CH:9][CH:8]=1. The catalyst class is: 373. Reactant: [CH3:1][C:2]1([CH3:16])[O:6][C:5]([C:7]2[CH:14]=[CH:13][C:10]([C:11]#[N:12])=[CH:9][CH:8]=2)=[CH:4][C:3]1=[O:15].C1C(=O)N([Br:24])C(=O)C1. (5) Reactant: [F:1][C:2]1[CH:44]=[CH:43][C:5]([CH2:6][S:7][C:8]2[N:13]([CH2:14][C:15]3[N:16]([CH2:22][C:23]4[CH:28]=[CH:27][C:26]([C:29]5[CH:34]=[CH:33][C:32]([C:35]([F:38])([F:37])[F:36])=[CH:31][CH:30]=5)=[CH:25][CH:24]=4)[C:17]([CH:20]=O)=[N:18][N:19]=3)[C:12]3[CH2:39][CH2:40][CH2:41][C:11]=3[C:10](=[O:42])[N:9]=2)=[CH:4][CH:3]=1.Cl.[CH3:46][NH:47][CH3:48].CCN(C(C)C)C(C)C. Product: [CH3:46][N:47]([CH2:20][C:17]1[N:16]([CH2:22][C:23]2[CH:28]=[CH:27][C:26]([C:29]3[CH:34]=[CH:33][C:32]([C:35]([F:37])([F:36])[F:38])=[CH:31][CH:30]=3)=[CH:25][CH:24]=2)[C:15]([CH2:14][N:13]2[C:12]3[CH2:39][CH2:40][CH2:41][C:11]=3[C:10](=[O:42])[N:9]=[C:8]2[S:7][CH2:6][C:5]2[CH:43]=[CH:44][C:2]([F:1])=[CH:3][CH:4]=2)=[N:19][N:18]=1)[CH3:48]. The catalyst class is: 2. (6) Reactant: C[O:2][C:3]([C:5]1[N:6]([CH3:23])[N:7]=[C:8]([O:10][CH2:11][C:12]2[C:13]([CH2:19][CH2:20][CH2:21][CH3:22])=[N:14][O:15][C:16]=2[CH2:17][OH:18])[CH:9]=1)=[O:4].[OH-].[Na+]. Product: [CH2:19]([C:13]1[C:12]([CH2:11][O:10][C:8]2[CH:9]=[C:5]([C:3]([OH:4])=[O:2])[N:6]([CH3:23])[N:7]=2)=[C:16]([CH2:17][OH:18])[O:15][N:14]=1)[CH2:20][CH2:21][CH3:22]. The catalyst class is: 38. (7) Reactant: [C:1]([N:4]([C:21]([O:23][C:24]([CH3:27])([CH3:26])[CH3:25])=[O:22])[N:5]1[CH2:10][C:9]([CH:11]=O)=[N:8][N:7]([C:13]([O:15][C:16]([CH3:19])([CH3:18])[CH3:17])=[O:14])[C:6]1=[O:20])(=[O:3])[CH3:2].[CH3:28][N:29]([CH3:31])[NH2:30].Cl. Product: [C:1]([N:4]([C:21]([O:23][C:24]([CH3:26])([CH3:25])[CH3:27])=[O:22])[N:5]1[CH2:10][C:9](/[CH:11]=[N:30]/[N:29]([CH3:31])[CH3:28])=[N:8][N:7]([C:13]([O:15][C:16]([CH3:17])([CH3:18])[CH3:19])=[O:14])[C:6]1=[O:20])(=[O:3])[CH3:2]. The catalyst class is: 14.